Predict which catalyst facilitates the given reaction. From a dataset of Catalyst prediction with 721,799 reactions and 888 catalyst types from USPTO. (1) Reactant: [OH:1][C:2]1[CH:7]=[C:6]([CH3:8])[N:5]([C:9]2[C:10]([CH3:19])=[C:11]([CH:16]=[CH:17][CH:18]=2)[C:12]([O:14][CH3:15])=[O:13])[C:4](=[O:20])[CH:3]=1.[F:21][C:22]1[CH:29]=[C:28]([F:30])[CH:27]=[CH:26][C:23]=1[CH2:24]Br.C([O-])([O-])=O.[K+].[K+].O. Product: [F:21][C:22]1[CH:29]=[C:28]([F:30])[CH:27]=[CH:26][C:23]=1[CH2:24][O:1][C:2]1[CH:7]=[C:6]([CH3:8])[N:5]([C:9]2[C:10]([CH3:19])=[C:11]([CH:16]=[CH:17][CH:18]=2)[C:12]([O:14][CH3:15])=[O:13])[C:4](=[O:20])[CH:3]=1. The catalyst class is: 9. (2) Reactant: [N:1]1[CH:6]=[C:5]([C:7]([O:9]CC)=[O:8])[CH:4]=[N:3][CH:2]=1.Cl. Product: [N:1]1[CH:6]=[C:5]([C:7]([OH:9])=[O:8])[CH:4]=[N:3][CH:2]=1. The catalyst class is: 74. (3) Reactant: [NH2:1][CH2:2][C:3]([O:5][C:6]([CH3:9])([CH3:8])[CH3:7])=[O:4].[C:10](N1C=CC=CC1=O)([N:12]1C=CC=CC1=O)=[S:11].N.CO. The catalyst class is: 2. Product: [NH:1]([CH2:2][C:3]([O:5][C:6]([CH3:9])([CH3:8])[CH3:7])=[O:4])[C:10]([NH2:12])=[S:11]. (4) Reactant: [CH3:1][C:2]1[N:6]([CH:7]([CH3:9])[CH3:8])[C:5]([C:10]2[CH:15]=[CH:14][N:13]=[C:12]([NH:16][C:17]3[CH:18]=[CH:19][C:20]([C:23]([O:25]C)=[O:24])=[N:21][CH:22]=3)[N:11]=2)=[CH:4][N:3]=1.[OH-].[Li+:28]. Product: [Li+:28].[CH3:1][C:2]1[N:6]([CH:7]([CH3:9])[CH3:8])[C:5]([C:10]2[CH:15]=[CH:14][N:13]=[C:12]([NH:16][C:17]3[CH:18]=[CH:19][C:20]([C:23]([O-:25])=[O:24])=[N:21][CH:22]=3)[N:11]=2)=[CH:4][N:3]=1. The catalyst class is: 88.